From a dataset of Full USPTO retrosynthesis dataset with 1.9M reactions from patents (1976-2016). Predict the reactants needed to synthesize the given product. (1) The reactants are: [H-].[Al+3].[Li+].[H-].[H-].[H-].[Cl:7][C:8]1[CH:16]=[CH:15][C:14]([OH:17])=[CH:13][C:9]=1[C:10](O)=[O:11].Cl. Given the product [Cl:7][C:8]1[CH:16]=[CH:15][C:14]([OH:17])=[CH:13][C:9]=1[CH2:10][OH:11], predict the reactants needed to synthesize it. (2) Given the product [F:11][C:2]([F:1])([F:10])[C:3]1[CH:8]=[CH:7][N:6]=[C:5]([O:9][C:19](=[O:28])[N:20]([CH3:27])[C:21]2[CH:26]=[CH:25][CH:24]=[CH:23][CH:22]=2)[N:4]=1, predict the reactants needed to synthesize it. The reactants are: [F:1][C:2]([F:11])([F:10])[C:3]1[CH:8]=[CH:7][N:6]=[C:5]([OH:9])[N:4]=1.[I-].C[N+]1C=CN([C:19](=[O:28])[N:20]([CH3:27])[C:21]2[CH:26]=[CH:25][CH:24]=[CH:23][CH:22]=2)C=1.C(N(CC)CC)C. (3) Given the product [NH2:1][C:2]1[C:18]([Cl:19])=[CH:17][C:5]([C:6]([NH:8][C@H:9]2[CH2:14][CH2:13][N:12]([CH2:23][CH:24]3[CH2:29][CH2:28][N:27]([C:30]([O:32][CH2:33][CH3:34])=[O:31])[CH2:26][CH2:25]3)[CH2:11][C@H:10]2[O:15][CH3:16])=[O:7])=[C:4]([O:20][CH3:21])[CH:3]=1, predict the reactants needed to synthesize it. The reactants are: [NH2:1][C:2]1[C:18]([Cl:19])=[CH:17][C:5]([C:6]([NH:8][C@H:9]2[CH2:14][CH2:13][NH:12][CH2:11][C@H:10]2[O:15][CH3:16])=[O:7])=[C:4]([O:20][CH3:21])[CH:3]=1.Br[CH2:23][CH:24]1[CH2:29][CH2:28][N:27]([C:30]([O:32][CH2:33][CH3:34])=[O:31])[CH2:26][CH2:25]1.C(=O)([O-])[O-].[K+].[K+].[I-].[K+]. (4) Given the product [CH3:37][C:18]1[CH:17]=[C:16]([NH:15][C:12]([NH:13][C:8](=[O:9])[CH2:7][C:1]2[CH:6]=[CH:5][CH:4]=[CH:3][CH:2]=2)=[S:11])[CH:36]=[CH:35][C:19]=1[O:20][C:21]1[CH:26]=[CH:25][N:24]=[C:23]([NH:27][C:28]([N:30]2[CH2:34][CH2:33][CH2:32][CH2:31]2)=[O:29])[CH:22]=1, predict the reactants needed to synthesize it. The reactants are: [C:1]1([CH2:7][C:8](Cl)=[O:9])[CH:6]=[CH:5][CH:4]=[CH:3][CH:2]=1.[S-:11][C:12]#[N:13].[K+].[NH2:15][C:16]1[CH:36]=[CH:35][C:19]([O:20][C:21]2[CH:26]=[CH:25][N:24]=[C:23]([NH:27][C:28]([N:30]3[CH2:34][CH2:33][CH2:32][CH2:31]3)=[O:29])[CH:22]=2)=[C:18]([CH3:37])[CH:17]=1. (5) Given the product [Cl:1][C:2]1[CH:3]=[C:4]([CH:5]=[C:6]([Cl:8])[CH:7]=1)[C:9]([C:11]1[NH:12][C:13](=[O:21])[NH:14][C:15](=[O:19])[C:16]=1[CH2:17][CH3:18])=[O:10], predict the reactants needed to synthesize it. The reactants are: [Cl:1][C:2]1[CH:3]=[C:4]([C:9]([C:11]2[C:16]([CH2:17][CH3:18])=[C:15]([O:19]C)[N:14]=[C:13]([O:21]C)[N:12]=2)=[O:10])[CH:5]=[C:6]([Cl:8])[CH:7]=1. (6) Given the product [Cl:1][C:2]1[CH:7]=[CH:6][CH:5]=[CH:4][C:3]=1[N:8]1[C:16]2[C:15](=[O:17])[N:14]([CH2:18][O:19][C:20](=[O:25])[C:21]([CH3:24])([CH3:23])[CH3:22])[C:13](=[O:26])[NH:12][C:11]=2[N:10]=[C:9]1[N:35]1[CH2:40][CH2:39][N:38]([C:41]([O:43][C:44]([CH3:47])([CH3:46])[CH3:45])=[O:42])[CH2:37][CH2:36]1, predict the reactants needed to synthesize it. The reactants are: [Cl:1][C:2]1[CH:7]=[CH:6][CH:5]=[CH:4][C:3]=1[N:8]1[C:16]2[C:15](=[O:17])[N:14]([CH2:18][O:19][C:20](=[O:25])[C:21]([CH3:24])([CH3:23])[CH3:22])[C:13](=[O:26])[N:12](COC(=O)C(C)(C)C)[C:11]=2[N:10]=[C:9]1[N:35]1[CH2:40][CH2:39][N:38]([C:41]([O:43][C:44]([CH3:47])([CH3:46])[CH3:45])=[O:42])[CH2:37][CH2:36]1.O1CCCC1.N12CCCN=C1CCCCC2.Cl. (7) Given the product [Cl:30][C:28]1[CH:29]=[C:24]([C:9]2[C:10]3[N:15]([CH2:16][C@H:17]4[CH2:18][CH2:19][C@H:20]([CH3:23])[CH2:21][CH2:22]4)[CH:14]=[CH:13][C:11]=3[N:12]=[C:7]([C:32]#[N:34])[N:8]=2)[CH:25]=[N:26][CH:27]=1, predict the reactants needed to synthesize it. The reactants are: OS(O)(=O)=O.Cl[C:7]1[N:8]=[C:9]([C:24]2[CH:25]=[N:26][CH:27]=[C:28]([Cl:30])[CH:29]=2)[C:10]2[N:15]([CH2:16][C@H:17]3[CH2:22][CH2:21][C@H:20]([CH3:23])[CH2:19][CH2:18]3)[CH:14]=[CH:13][C:11]=2[N:12]=1.C[C:32]([N:34](C)C)=O. (8) Given the product [O:17]1[CH2:18][CH2:19][N:14]([CH2:13][CH2:12][NH:11][CH2:10]/[C:9](/[CH2:20][O:21][C:22]2[C:31]3[C:26](=[CH:27][CH:28]=[CH:29][CH:30]=3)[CH:25]=[CH:24][CH:23]=2)=[CH:8]/[CH2:7][CH2:6][CH2:5][CH2:4][C:3]([OH:32])=[O:2])[CH2:15][CH2:16]1, predict the reactants needed to synthesize it. The reactants are: C[O:2][C:3](=[O:32])[CH2:4][CH2:5][CH2:6][CH2:7]/[CH:8]=[C:9](\[CH2:20][O:21][C:22]1[C:31]2[C:26](=[CH:27][CH:28]=[CH:29][CH:30]=2)[CH:25]=[CH:24][CH:23]=1)/[CH2:10][NH:11][CH2:12][CH2:13][N:14]1[CH2:19][CH2:18][O:17][CH2:16][CH2:15]1.O.[OH-].[Li+]. (9) The reactants are: FC(F)(F)S(O[C:7]1[CH:12]=[C:11]([F:13])[CH:10]=[CH:9][C:8]=1[N+:14]([O-:16])=[O:15])(=O)=O.[CH3:19][C:20]1([CH3:36])[C:24]([CH3:26])([CH3:25])[O:23][B:22]([B:22]2[O:23][C:24]([CH3:26])([CH3:25])[C:20]([CH3:36])([CH3:19])[O:21]2)[O:21]1.C([O-])(=O)C.[K+]. Given the product [F:13][C:11]1[CH:10]=[CH:9][C:8]([N+:14]([O-:16])=[O:15])=[C:7]([B:22]2[O:23][C:24]([CH3:26])([CH3:25])[C:20]([CH3:36])([CH3:19])[O:21]2)[CH:12]=1, predict the reactants needed to synthesize it. (10) Given the product [N:2]1[CH:7]=[CH:6][CH:5]=[C:4]([C:8]2[NH:10][C:24]3[CH2:23][C:22]([CH3:30])([CH3:21])[CH2:27][C:26](=[O:28])[C:25]=3[CH:14]([C:13]3[CH:16]=[CH:17][C:18]([F:20])=[CH:19][C:12]=3[Cl:11])[N:9]=2)[CH:3]=1, predict the reactants needed to synthesize it. The reactants are: Cl.[N:2]1[CH:7]=[CH:6][CH:5]=[C:4]([C:8]([NH2:10])=[NH:9])[CH:3]=1.[Cl:11][C:12]1[CH:19]=[C:18]([F:20])[CH:17]=[CH:16][C:13]=1[CH:14]=O.[CH3:21][C:22]1([CH3:30])[CH2:27][C:26](=[O:28])[CH2:25][C:24](=O)[CH2:23]1.C([O-])(=O)C.[Na+].Cl.